Predict the reactants needed to synthesize the given product. From a dataset of Full USPTO retrosynthesis dataset with 1.9M reactions from patents (1976-2016). (1) The reactants are: C(N(CC)CC)C.[CH3:8][C:9]([O:12][C:13](O[C:13]([O:12][C:9]([CH3:11])([CH3:10])[CH3:8])=[O:14])=[O:14])([CH3:11])[CH3:10].[Br:23][C:24]1[C:25]([N:42]2[CH2:47][CH2:46][CH2:45][C@@H:44]([NH:48][C:49](=[O:55])[O:50][C:51]([CH3:54])([CH3:53])[CH3:52])[CH2:43]2)=[C:26]2[C:32]([NH:33][C:34](=[O:41])[C:35]3[CH:40]=[CH:39][CH:38]=[N:37][CH:36]=3)=[CH:31][NH:30][C:27]2=[N:28][CH:29]=1.O. Given the product [Br:23][C:24]1[C:25]([N:42]2[CH2:47][CH2:46][CH2:45][C@@H:44]([NH:48][C:49]([O:50][C:51]([CH3:52])([CH3:54])[CH3:53])=[O:55])[CH2:43]2)=[C:26]2[C:32]([NH:33][C:34](=[O:41])[C:35]3[CH:40]=[CH:39][CH:38]=[N:37][CH:36]=3)=[CH:31][N:30]([C:13]([O:12][C:9]([CH3:11])([CH3:10])[CH3:8])=[O:14])[C:27]2=[N:28][CH:29]=1, predict the reactants needed to synthesize it. (2) Given the product [NH2:8][CH:9]1[CH2:14][CH2:13][CH:12]([C:15]([O:17][CH3:18])=[O:16])[CH:11]([O:19][CH3:20])[CH2:10]1, predict the reactants needed to synthesize it. The reactants are: C([NH:8][CH:9]1[CH2:14][CH2:13][CH:12]([C:15]([O:17][CH3:18])=[O:16])[CH:11]([O:19][CH3:20])[CH2:10]1)C1C=CC=CC=1.[H][H]. (3) The reactants are: [CH2:1]([N:8]([CH2:13][C@H:14]([C:16]1[CH:21]=[CH:20][C:19]([F:22])=[CH:18][CH:17]=1)[OH:15])[C:9](=[O:12])[CH2:10]Cl)[C:2]1[CH:7]=[CH:6][CH:5]=[CH:4][CH:3]=1.C(O)(C)(C)C.CC(C)([O-])C.[K+].[Cl-].[NH4+]. Given the product [CH2:1]([N:8]1[CH2:13][C@H:14]([C:16]2[CH:21]=[CH:20][C:19]([F:22])=[CH:18][CH:17]=2)[O:15][CH2:10][C:9]1=[O:12])[C:2]1[CH:7]=[CH:6][CH:5]=[CH:4][CH:3]=1, predict the reactants needed to synthesize it. (4) Given the product [O:27]1[CH2:28][CH2:29][N:24]([CH2:23][CH2:22][NH:21][C:2]2[CH:3]=[CH:4][CH:5]=[C:6]3[C:11]=2[CH:10]=[N:9][C:8]([NH:12][C:13]2[N:14]=[CH:15][C:16]([C:19]#[N:20])=[N:17][CH:18]=2)=[CH:7]3)[CH2:25][CH2:26]1, predict the reactants needed to synthesize it. The reactants are: Br[C:2]1[CH:3]=[CH:4][CH:5]=[C:6]2[C:11]=1[CH:10]=[N:9][C:8]([NH:12][C:13]1[N:14]=[CH:15][C:16]([C:19]#[N:20])=[N:17][CH:18]=1)=[CH:7]2.[NH2:21][CH2:22][CH2:23][N:24]1[CH2:29][CH2:28][O:27][CH2:26][CH2:25]1. (5) Given the product [P:1]([O:10][CH2:9][CH2:8][CH2:7][CH2:6][O:11][P:1]([Cl:5])([Cl:3])=[O:2])([Cl:5])([Cl:3])=[O:2], predict the reactants needed to synthesize it. The reactants are: [P:1]([Cl:5])(Cl)([Cl:3])=[O:2].[CH2:6]([OH:11])[CH2:7][CH2:8][CH2:9][OH:10]. (6) Given the product [CH3:28][C:27]1[CH:26]=[CH:25][C:21]([C:22](=[O:23])[NH:53][CH2:54][CH2:55][CH2:56][N:57]2[CH2:62][CH2:61][O:60][CH2:59][CH2:58]2)=[CH:20][C:19]=1[NH:18][C:16]([C:7]1[C:8](=[O:15])[NH:9][C:10]2[C:5]([CH:6]=1)=[CH:4][C:3]([O:2][CH3:1])=[C:12]([O:13][CH3:14])[CH:11]=2)=[O:17], predict the reactants needed to synthesize it. The reactants are: [CH3:1][O:2][C:3]1[CH:4]=[C:5]2[C:10](=[CH:11][C:12]=1[O:13][CH3:14])[NH:9][C:8](=[O:15])[C:7]([C:16]([NH:18][C:19]1[CH:20]=[C:21]([CH:25]=[CH:26][C:27]=1[CH3:28])[C:22](O)=[O:23])=[O:17])=[CH:6]2.CN(C(ON1N=NC2C=CC=NC1=2)=[N+](C)C)C.F[P-](F)(F)(F)(F)F.[NH2:53][CH2:54][CH2:55][CH2:56][N:57]1[CH2:62][CH2:61][O:60][CH2:59][CH2:58]1.C(=O)(O)[O-].[Na+]. (7) Given the product [CH3:1][O:2][C:3]1[CH:11]=[C:10]2[C:6]([C:7]([CH2:18][C:19]3[N:24]=[C:23]([C:25]([O:27][CH2:34][C:35]4[CH:40]=[CH:39][CH:38]=[CH:37][CH:36]=4)=[O:26])[CH:22]=[CH:21][CH:20]=3)=[C:8]([C:12]3[CH:13]=[CH:14][CH:15]=[CH:16][CH:17]=3)[NH:9]2)=[CH:5][CH:4]=1, predict the reactants needed to synthesize it. The reactants are: [CH3:1][O:2][C:3]1[CH:11]=[C:10]2[C:6]([C:7]([CH2:18][C:19]3[N:24]=[C:23]([C:25]([OH:27])=[O:26])[CH:22]=[CH:21][CH:20]=3)=[C:8]([C:12]3[CH:17]=[CH:16][CH:15]=[CH:14][CH:13]=3)[NH:9]2)=[CH:5][CH:4]=1.C(=O)([O-])[O-].[K+].[K+].[CH2:34](Br)[C:35]1[CH:40]=[CH:39][CH:38]=[CH:37][CH:36]=1. (8) Given the product [F:29][C:27]1[CH:28]=[C:23]([C@@:5]2([CH3:22])[N:4]([CH2:1]/[CH:2]=[CH:3]/[C:76]3[CH:75]=[C:74]4[C:53](=[CH:52][CH:51]=3)[CH2:54][C:55]3([C:63]5[C:58](=[N:59][CH:60]=[CH:61][CH:62]=5)[N:57]([CH2:64][O:65][CH2:66][CH2:67][Si:68]([CH3:71])([CH3:69])[CH3:70])[C:56]3=[O:72])[CH2:73]4)[C:13](=[O:14])[C:8]3([CH2:12][CH2:11][CH2:10][CH2:9]3)[N:7]([C:15]([O:17][C:18]([CH3:21])([CH3:19])[CH3:20])=[O:16])[CH2:6]2)[CH:24]=[C:25]([F:30])[CH:26]=1, predict the reactants needed to synthesize it. The reactants are: [CH2:1]([N:4]1[C:13](=[O:14])[C:8]2([CH2:12][CH2:11][CH2:10][CH2:9]2)[N:7]([C:15]([O:17][C:18]([CH3:21])([CH3:20])[CH3:19])=[O:16])[CH2:6][C@:5]1([C:23]1[CH:28]=[C:27]([F:29])[CH:26]=[C:25]([F:30])[CH:24]=1)[CH3:22])[CH:2]=[CH2:3].NC1C=C2C(=CC=1)C[C@]1(C3C(=NC=CC=3)NC1=O)C2.Br[C:51]1[CH:52]=[C:53]2[C:74](=[CH:75][CH:76]=1)[CH2:73][C:55]1([C:63]3[C:58](=[N:59][CH:60]=[CH:61][CH:62]=3)[N:57]([CH2:64][O:65][CH2:66][CH2:67][Si:68]([CH3:71])([CH3:70])[CH3:69])[C:56]1=[O:72])[CH2:54]2.NC1C=CC=CC=1.C([O-])(=O)C.[Na+]. (9) Given the product [O:1]1[CH:5]=[CH:4][C:3]([C:6]2([CH2:7][CH2:8][C:9]3([C:30]#[N:31])[CH2:16][C:15]4[C:10]3=[CH:11][C:12]([O:28][CH3:29])=[C:13]([O:17][Si:18]([CH:19]([CH3:20])[CH3:21])([CH:22]([CH3:24])[CH3:23])[CH:25]([CH3:26])[CH3:27])[CH:14]=4)[O:35][CH2:34][CH2:33][O:32]2)=[CH:2]1, predict the reactants needed to synthesize it. The reactants are: [O:1]1[CH:5]=[CH:4][C:3]([C:6](=[O:32])[CH2:7][CH2:8][C:9]2([C:30]#[N:31])[CH2:16][C:15]3[C:10]2=[CH:11][C:12]([O:28][CH3:29])=[C:13]([O:17][Si:18]([CH:25]([CH3:27])[CH3:26])([CH:22]([CH3:24])[CH3:23])[CH:19]([CH3:21])[CH3:20])[CH:14]=3)=[CH:2]1.[CH2:33](O)[CH2:34][OH:35].CC1C=CC(S(O)(=O)=O)=CC=1.C([O-])(O)=O.[Na+].